This data is from Full USPTO retrosynthesis dataset with 1.9M reactions from patents (1976-2016). The task is: Predict the reactants needed to synthesize the given product. (1) Given the product [Cl:1][C:2]1[N:7]=[CH:6][C:5]([NH:8][C:17](=[O:18])[C:9](=[O:16])[C:10]2[CH:15]=[CH:14][CH:13]=[CH:12][CH:11]=2)=[CH:4][CH:3]=1, predict the reactants needed to synthesize it. The reactants are: [Cl:1][C:2]1[N:7]=[CH:6][C:5]([NH2:8])=[CH:4][CH:3]=1.[C:9]([C:17](Cl)=[O:18])(=[O:16])[C:10]1[CH:15]=[CH:14][CH:13]=[CH:12][CH:11]=1. (2) The reactants are: [H-].[Na+].[OH:3]/[N:4]=[C:5](/[C:13]1[CH:18]=[CH:17][C:16]([O:19][C:20]2[CH:25]=[CH:24][CH:23]=[CH:22][CH:21]=2)=[CH:15][CH:14]=1)\[CH2:6][CH2:7][C:8]([O:10][CH2:11][CH3:12])=[O:9].Cl[CH2:27][C:28]1[CH:47]=[CH:46][C:31]([O:32][CH2:33][C:34]2[N:35]=[C:36]([C:40]3[CH:45]=[CH:44][CH:43]=[CH:42][CH:41]=3)[O:37][C:38]=2[CH3:39])=[CH:30][CH:29]=1.Cl.C(=O)(O)[O-].[Na+]. Given the product [CH3:39][C:38]1[O:37][C:36]([C:40]2[CH:41]=[CH:42][CH:43]=[CH:44][CH:45]=2)=[N:35][C:34]=1[CH2:33][O:32][C:31]1[CH:30]=[CH:29][C:28]([CH2:27][O:3]/[N:4]=[C:5](/[C:13]2[CH:14]=[CH:15][C:16]([O:19][C:20]3[CH:21]=[CH:22][CH:23]=[CH:24][CH:25]=3)=[CH:17][CH:18]=2)\[CH2:6][CH2:7][C:8]([O:10][CH2:11][CH3:12])=[O:9])=[CH:47][CH:46]=1, predict the reactants needed to synthesize it. (3) The reactants are: Cl[C:2]1[C:7]([F:8])=[CH:6][CH:5]=[CH:4][N:3]=1.[CH2:9]([N:13]1[N:17]=[C:16]2[CH:18]=[CH:19][CH:20]=[CH:21][C:15]2=[N:14]1)[CH2:10][C:11]#[CH:12]. Given the product [F:8][C:7]1[C:2]([C:12]#[C:11][CH2:10][CH2:9][N:13]2[N:14]=[C:15]3[CH:21]=[CH:20][CH:19]=[CH:18][C:16]3=[N:17]2)=[N:3][CH:4]=[CH:5][CH:6]=1, predict the reactants needed to synthesize it. (4) The reactants are: [CH3:1][O-:2].[Na+].Cl[C:5]1[C:10]([N+:11]([O-:13])=[O:12])=[CH:9][C:8]([Cl:14])=[CH:7][N:6]=1. Given the product [Cl:14][C:8]1[CH:9]=[C:10]([N+:11]([O-:13])=[O:12])[C:5]([O:2][CH3:1])=[N:6][CH:7]=1, predict the reactants needed to synthesize it. (5) Given the product [Cl:1][C:2]1[CH:10]=[C:9]([CH:8]=[CH:7][C:3]=1[C:4]([N:30]1[CH2:31][CH2:32][CH2:33][CH:29]1[CH:26]([CH3:28])[CH3:27])=[O:5])[C:11]([NH:13][CH:14]([C:16]1[NH:20][C:19]2[CH:21]=[CH:22][C:23]([Cl:25])=[CH:24][C:18]=2[N:17]=1)[CH3:15])=[O:12], predict the reactants needed to synthesize it. The reactants are: [Cl:1][C:2]1[CH:10]=[C:9]([C:11]([NH:13][CH:14]([C:16]2[NH:20][C:19]3[CH:21]=[CH:22][C:23]([Cl:25])=[CH:24][C:18]=3[N:17]=2)[CH3:15])=[O:12])[CH:8]=[CH:7][C:3]=1[C:4](O)=[O:5].[CH:26]([CH:29]1[CH2:33][CH2:32][CH2:31][NH:30]1)([CH3:28])[CH3:27].C(N(C(C)C)CC)(C)C.ClCl. (6) Given the product [F:1][C:2]1[CH:27]=[C:26]([F:28])[CH:25]=[CH:24][C:3]=1[CH2:4][N:5]([CH2:16][C:17]1[CH:22]=[CH:21][C:20]([O:23][CH2:30][CH2:31][CH3:32])=[CH:19][CH:18]=1)[C:6]1[CH:11]=[CH:10][CH:9]=[C:8]([N+:12]([O-:14])=[O:13])[C:7]=1[CH3:15], predict the reactants needed to synthesize it. The reactants are: [F:1][C:2]1[CH:27]=[C:26]([F:28])[CH:25]=[CH:24][C:3]=1[CH2:4][N:5]([CH2:16][C:17]1[CH:22]=[CH:21][C:20]([OH:23])=[CH:19][CH:18]=1)[C:6]1[CH:11]=[CH:10][CH:9]=[C:8]([N+:12]([O-:14])=[O:13])[C:7]=1[CH3:15].I[CH2:30][CH2:31][CH3:32]. (7) Given the product [Br:17][C:11]1[CH:12]=[C:13]([O:16][CH2:28][CH2:29][CH2:30][N:31]2[CH2:36][CH2:35][CH2:34][CH2:33][CH2:32]2)[CH:14]=[CH:15][C:10]=1[N:7]1[CH2:6][CH2:5][NH:4][CH2:9][CH2:8]1, predict the reactants needed to synthesize it. The reactants are: C([N:4]1[CH2:9][CH2:8][N:7]([C:10]2[CH:15]=[CH:14][C:13]([OH:16])=[CH:12][C:11]=2[Br:17])[CH2:6][CH2:5]1)(=O)C.C([O-])([O-])=O.[Cs+].[Cs+].[Na+].[I-].Cl.Cl[CH2:28][CH2:29][CH2:30][N:31]1[CH2:36][CH2:35][CH2:34][CH2:33][CH2:32]1.